From a dataset of Catalyst prediction with 721,799 reactions and 888 catalyst types from USPTO. Predict which catalyst facilitates the given reaction. (1) Reactant: [F:1][CH:2]([F:30])[C:3]1[C:11]2[C:6](=[CH:7][C:8]([F:12])=[CH:9][CH:10]=2)[N:5]([S:13]([C:16]2[CH:21]=[CH:20][C:19]([O:22][CH3:23])=[C:18]([N:24]3[CH2:29][CH2:28][NH:27][CH2:26][CH2:25]3)[CH:17]=2)(=[O:15])=[O:14])[CH:4]=1.C([BH3-])#N.[Na+].[CH:35](=O)[C:36]([CH3:39])([CH3:38])[CH3:37]. Product: [F:30][CH:2]([F:1])[C:3]1[C:11]2[C:6](=[CH:7][C:8]([F:12])=[CH:9][CH:10]=2)[N:5]([S:13]([C:16]2[CH:21]=[CH:20][C:19]([O:22][CH3:23])=[C:18]([N:24]3[CH2:29][CH2:28][N:27]([CH2:35][C:36]([CH3:39])([CH3:38])[CH3:37])[CH2:26][CH2:25]3)[CH:17]=2)(=[O:15])=[O:14])[CH:4]=1. The catalyst class is: 5. (2) Reactant: Br[C:2]1[CH:7]=[CH:6][C:5](/[C:8](/[CH2:33][CH3:34])=[C:9](\[C:25]2[CH:32]=[CH:31][C:28]([CH:29]=[O:30])=[CH:27][CH:26]=2)/[C:10]2[CH:11]=[C:12]3[C:16](=[CH:17][CH:18]=2)[N:15]([CH:19]2[CH2:24][CH2:23][CH2:22][CH2:21][O:20]2)[N:14]=[CH:13]3)=[CH:4][CH:3]=1.[B:44]1([B:44]2[O:48][C:47]([CH3:50])([CH3:49])[C:46]([CH3:52])([CH3:51])[O:45]2)[O:48][C:47]([CH3:50])([CH3:49])[C:46]([CH3:52])([CH3:51])[O:45]1.C([O-])(=O)C.[K+].C(Cl)Cl. The catalyst class is: 155. Product: [O:20]1[CH2:21][CH2:22][CH2:23][CH2:24][CH:19]1[N:15]1[C:16]2[C:12](=[CH:11][C:10](/[C:9](/[C:25]3[CH:32]=[CH:31][C:28]([CH:29]=[O:30])=[CH:27][CH:26]=3)=[C:8](/[C:5]3[CH:6]=[CH:7][C:2]([B:44]4[O:45][C:46]([CH3:51])([CH3:52])[C:47]([CH3:49])([CH3:50])[O:48]4)=[CH:3][CH:4]=3)\[CH2:33][CH3:34])=[CH:18][CH:17]=2)[CH:13]=[N:14]1. (3) Reactant: C(O[C:9]1[C:14]([F:15])=[CH:13][CH:12]=[CH:11][C:10]=1[C:16]1[CH:24]=[CH:23][CH:22]=[C:21]2C=1C[CH2:19][C:20]2=[O:25])C1C=CC=CC=1.[CH3:26][C:27]#N.C[OH:30]. Product: [F:15][C:14]1[CH:9]=[C:10]([C:16]2[CH:24]=[C:23]3[C:19](=[CH:26][CH:27]=2)[C:20](=[O:25])[CH2:21][CH2:22]3)[CH:11]=[CH:12][C:13]=1[OH:30]. The catalyst class is: 6. (4) Product: [Br:25][C:23]1[C:22]2[C:17](=[CH:18][CH:19]=[CH:20][CH:21]=2)[CH:16]=[C:15]([CH2:13][C:12]2[S:8][C:9]3[CH:29]=[CH:28][CH:27]=[CH:26][C:10]=3[CH:11]=2)[CH:24]=1. Reactant: C([SiH](CC)CC)C.[S:8]1[C:12]([CH:13]([C:15]2[CH:24]=[C:23]([Br:25])[C:22]3[C:17](=[CH:18][CH:19]=[CH:20][CH:21]=3)[CH:16]=2)O)=[CH:11][C:10]2[CH:26]=[CH:27][CH:28]=[CH:29][C:9]1=2.CO.O. The catalyst class is: 2. (5) Reactant: [Cl:1][CH2:2][C:3](=[O:24])[CH:4]=P(C1C=CC=CC=1)(C1C=CC=CC=1)C1C=CC=CC=1.[CH:25](=O)[C:26]1[CH:31]=[CH:30][CH:29]=[CH:28][CH:27]=1. Product: [Cl:1][CH2:2][C:3](=[O:24])[CH:4]=[CH:25][C:26]1[CH:31]=[CH:30][CH:29]=[CH:28][CH:27]=1. The catalyst class is: 11. (6) Reactant: Br[C:2]1[CH:3]=[C:4]([C:24](=[O:36])[NH:25][CH2:26][C:27]2[C:28](=[O:35])[NH:29][C:30]([CH3:34])=[CH:31][C:32]=2[CH3:33])[C:5]([CH3:23])=[C:6]([N:8]([CH3:22])[CH:9]2[CH2:14][CH2:13][N:12]([C:15]([O:17][C:18]([CH3:21])([CH3:20])[CH3:19])=[O:16])[CH2:11][CH2:10]2)[CH:7]=1.CC1(C)C(C)(C)OB([C:45]2[CH:46]=[N:47][N:48]([CH2:50][CH2:51][N:52]3[CH2:57][CH2:56][O:55][CH2:54][CH2:53]3)[CH:49]=2)O1.C([O-])([O-])=O.[Na+].[Na+]. Product: [CH3:33][C:32]1[CH:31]=[C:30]([CH3:34])[NH:29][C:28](=[O:35])[C:27]=1[CH2:26][NH:25][C:24]([C:4]1[C:5]([CH3:23])=[C:6]([N:8]([CH3:22])[CH:9]2[CH2:14][CH2:13][N:12]([C:15]([O:17][C:18]([CH3:21])([CH3:19])[CH3:20])=[O:16])[CH2:11][CH2:10]2)[CH:7]=[C:2]([C:45]2[CH:46]=[N:47][N:48]([CH2:50][CH2:51][N:52]3[CH2:57][CH2:56][O:55][CH2:54][CH2:53]3)[CH:49]=2)[CH:3]=1)=[O:36]. The catalyst class is: 70.